This data is from Forward reaction prediction with 1.9M reactions from USPTO patents (1976-2016). The task is: Predict the product of the given reaction. Given the reactants [CH2:1]([O:3][C:4]1[N:12]=[CH:11][C:10]([N+:13]([O-])=O)=[CH:9][C:5]=1[C:6]([OH:8])=[O:7])[CH3:2].O.C([O-])(O)=O.[Na+], predict the reaction product. The product is: [NH2:13][C:10]1[CH:11]=[N:12][C:4]([O:3][CH2:1][CH3:2])=[C:5]([CH:9]=1)[C:6]([OH:8])=[O:7].